This data is from Forward reaction prediction with 1.9M reactions from USPTO patents (1976-2016). The task is: Predict the product of the given reaction. (1) Given the reactants F[C:2]1[CH:30]=[CH:29][C:28]([C:31]([F:34])([F:33])[F:32])=[CH:27][C:3]=1[C:4]([NH:6][CH2:7][C:8](=[O:26])[NH:9][CH:10]1[CH2:13][N:12]([CH:14]2[CH2:19][CH2:18][CH:17]([C:20]3[CH:25]=[CH:24][CH:23]=[CH:22][CH:21]=3)[CH2:16][CH2:15]2)[CH2:11]1)=[O:5].[NH:35]1[CH2:39][CH2:38][CH2:37][CH2:36]1, predict the reaction product. The product is: [C:20]1([CH:17]2[CH2:16][CH2:15][CH:14]([N:12]3[CH2:11][CH:10]([NH:9][C:8]([CH2:7][NH:6][C:4](=[O:5])[C:3]4[CH:27]=[C:28]([C:31]([F:33])([F:34])[F:32])[CH:29]=[CH:30][C:2]=4[N:35]4[CH2:39][CH2:38][CH2:37][CH2:36]4)=[O:26])[CH2:13]3)[CH2:19][CH2:18]2)[CH:25]=[CH:24][CH:23]=[CH:22][CH:21]=1. (2) The product is: [CH2:1]([O:3][CH2:4][C:5]1[N:6]([NH:19][CH:20]([CH3:21])[CH3:22])[C:7]2[C:16]3[CH2:15][CH2:14][CH2:13][CH2:12][C:11]=3[N:10]=[C:9]([NH2:17])[C:8]=2[N:18]=1)[CH3:2]. Given the reactants [CH2:1]([O:3][CH2:4][C:5]1[N:6]([NH:19][CH:20]([CH3:22])[CH3:21])[C:7]2[C:16]3[CH:15]=[CH:14][CH:13]=[CH:12][C:11]=3[N:10]=[C:9]([NH2:17])[C:8]=2[N:18]=1)[CH3:2], predict the reaction product. (3) The product is: [N:17]([C:14]1[CH:13]=[CH:12][C:11]([N:8]2[CH2:9][CH2:10][N:5]([CH2:1][CH:2]([CH3:4])[CH3:3])[CH2:6][CH2:7]2)=[CH:16][CH:15]=1)=[C:18]=[S:19]. Given the reactants [CH2:1]([N:5]1[CH2:10][CH2:9][N:8]([C:11]2[CH:16]=[CH:15][C:14]([NH2:17])=[CH:13][CH:12]=2)[CH2:7][CH2:6]1)[CH:2]([CH3:4])[CH3:3].[C:18](N1C=CN=C1)(N1C=CN=C1)=[S:19], predict the reaction product. (4) Given the reactants [NH2:1][C:2]1[CH:20]=[CH:19][C:5]2[C:6]3[C:14]([O:15][CH:16]([F:18])[F:17])=[CH:13][CH:12]=[CH:11][C:7]=3[O:8][C:9](=[O:10])[C:4]=2[CH:3]=1.[Br-:21].[Br-].[Br-].[NH+]1C=CC=CC=1.[NH+]1C=CC=CC=1.[NH+]1C=CC=CC=1, predict the reaction product. The product is: [NH2:1][C:2]1[CH:20]=[CH:19][C:5]2[C:6]3[C:14]([O:15][CH:16]([F:18])[F:17])=[CH:13][CH:12]=[CH:11][C:7]=3[O:8][C:9](=[O:10])[C:4]=2[C:3]=1[Br:21]. (5) Given the reactants [Cl:1][C:2]1[N:3]=[C:4](Cl)[C:5]2[CH:10]=[CH:9][N:8]([CH2:11][O:12][CH2:13][CH2:14][Si:15]([CH3:18])([CH3:17])[CH3:16])[C:6]=2[N:7]=1.[NH2:20][C@H:21]1[CH2:24][C@H:23]([NH:25][C:26](=[O:32])[O:27][C:28]([CH3:31])([CH3:30])[CH3:29])[CH2:22]1.CCN(C(C)C)C(C)C, predict the reaction product. The product is: [Cl:1][C:2]1[N:3]=[C:4]([NH:20][C@H:21]2[CH2:22][C@H:23]([NH:25][C:26](=[O:32])[O:27][C:28]([CH3:30])([CH3:29])[CH3:31])[CH2:24]2)[C:5]2[CH:10]=[CH:9][N:8]([CH2:11][O:12][CH2:13][CH2:14][Si:15]([CH3:18])([CH3:17])[CH3:16])[C:6]=2[N:7]=1. (6) Given the reactants [CH:1]1([CH2:6][CH2:7][C:8](O)=O)[CH2:5][CH2:4][CH2:3][CH2:2]1.[CH:11]1([CH2:17][CH2:18][C:19]([OH:21])=O)[CH2:16][CH2:15]CCC1, predict the reaction product. The product is: [CH:1]1([CH2:6][CH2:7][CH2:8][C:19]([CH:18]2[CH2:15][CH2:16][CH2:11][CH2:17]2)=[O:21])[CH2:2][CH2:3][CH2:4][CH2:5]1. (7) The product is: [OH:13][C:14]1[C:15]([C:22]2([CH2:43][OH:42])[C:30]3[C:25](=[CH:26][CH:27]=[CH:28][CH:29]=3)[N:24]([CH2:31][C:32]3[O:33][C:34]([C:37]([F:40])([F:39])[F:38])=[CH:35][CH:36]=3)[C:23]2=[O:41])=[CH:16][C:17]([O:20][CH3:21])=[N:18][CH:19]=1. Given the reactants C(NC(C)C)(C)C.C([Li])CCC.[OH:13][C:14]1[C:15]([CH:22]2[C:30]3[C:25](=[CH:26][CH:27]=[CH:28][CH:29]=3)[N:24]([CH2:31][C:32]3[O:33][C:34]([C:37]([F:40])([F:39])[F:38])=[CH:35][CH:36]=3)[C:23]2=[O:41])=[CH:16][C:17]([O:20][CH3:21])=[N:18][CH:19]=1.[O:42]1CCC[CH2:43]1, predict the reaction product. (8) The product is: [C:32]([O:31][C:30]([NH:29][C:24](=[N:25][C:26](=[O:28])[O:27][C:3]([CH3:4])([CH3:18])[CH3:2])[NH:1][CH2:2][C:3]1[CH:18]=[CH:17][CH:16]=[C:5]([CH2:6][CH2:7][C:8]([OH:15])([CH2:9][CH2:10][CH3:11])[CH2:12][CH2:13][CH3:14])[CH:4]=1)=[O:36])([CH3:33])([CH3:34])[CH3:35]. Given the reactants [NH2:1][CH2:2][C:3]1[CH:4]=[C:5]([CH:16]=[CH:17][CH:18]=1)[CH2:6][CH2:7][C:8]([OH:15])([CH2:12][CH2:13][CH3:14])[CH2:9][CH2:10][CH3:11].N1([CH:24]([NH:29][C:30](=[O:36])[O:31][C:32]([CH3:35])([CH3:34])[CH3:33])[NH:25][C:26](=[O:28])[O-:27])C=CC=N1, predict the reaction product.